Dataset: Full USPTO retrosynthesis dataset with 1.9M reactions from patents (1976-2016). Task: Predict the reactants needed to synthesize the given product. The reactants are: [F:1][CH:2]([F:5])[CH2:3][NH2:4].C1N=CN([C:11](N2C=NC=C2)=[O:12])C=1.[CH2:18]([C@@H:20]1[CH2:24][NH:23][CH2:22][C@@H:21]1[C:25]1[N:29]2[C:30]3[CH:36]=[CH:35][N:34]([S:37]([C:40]4[CH:46]=[CH:45][C:43]([CH3:44])=[CH:42][CH:41]=4)(=[O:39])=[O:38])[C:31]=3[N:32]=[CH:33][C:28]2=[N:27][CH:26]=1)[CH3:19]. Given the product [F:1][CH:2]([F:5])[CH2:3][NH:4][C:11]([N:23]1[CH2:22][C@H:21]([C:25]2[N:29]3[C:30]4[CH:36]=[CH:35][N:34]([S:37]([C:40]5[CH:41]=[CH:42][C:43]([CH3:44])=[CH:45][CH:46]=5)(=[O:38])=[O:39])[C:31]=4[N:32]=[CH:33][C:28]3=[N:27][CH:26]=2)[C@H:20]([CH2:18][CH3:19])[CH2:24]1)=[O:12], predict the reactants needed to synthesize it.